Task: Predict the reactants needed to synthesize the given product.. Dataset: Full USPTO retrosynthesis dataset with 1.9M reactions from patents (1976-2016) (1) Given the product [CH3:20][C:21]([CH3:26])([CH3:25])[C:22]([O:19][C:17](=[O:18])[C:5]([CH3:4])([CH3:6])[CH3:27])=[O:23], predict the reactants needed to synthesize it. The reactants are: N1[CH:6]=[CH:5][CH:4]=CC=1.[N+](C1C=CC(C[C:17]([OH:19])=[O:18])=CC=1)([O-])=O.[CH3:20][C:21]([CH3:26])([CH3:25])[C:22](Cl)=[O:23].[C:27]1(C)C=CC=CC=1. (2) Given the product [CH:8]([C:7]1[C:6]([N:10]2[CH2:22][CH2:21][C:20]3[N:19]4[C:14]([CH2:15][CH2:16][CH2:17][CH2:18]4)=[CH:13][C:12]=3[C:11]2=[O:23])=[N:5][CH:4]=[CH:3][C:2]=1[C:29]1[CH:28]=[C:27]([NH:40][C:41]2[CH:50]=[C:44]3[CH2:45][N:46]([CH3:49])[CH2:47][CH2:48][N:43]3[N:42]=2)[C:26](=[O:51])[N:25]([CH3:24])[CH:30]=1)=[O:9], predict the reactants needed to synthesize it. The reactants are: Cl[C:2]1[C:7]([CH:8]=[O:9])=[C:6]([N:10]2[CH2:22][CH2:21][C:20]3[N:19]4[C:14]([CH2:15][CH2:16][CH2:17][CH2:18]4)=[CH:13][C:12]=3[C:11]2=[O:23])[N:5]=[CH:4][CH:3]=1.[CH3:24][N:25]1[CH:30]=[C:29](B2OC(C)(C)C(C)(C)O2)[CH:28]=[C:27]([NH:40][C:41]2[CH:50]=[C:44]3[CH2:45][N:46]([CH3:49])[CH2:47][CH2:48][N:43]3[N:42]=2)[C:26]1=[O:51].CC([O-])=O.[Na+].C(#N)C. (3) Given the product [C:24]([O:8][C:7](=[O:9])[C:6]1[CH:10]=[C:2]([I:1])[CH:3]=[CH:4][C:5]=1[CH3:11])([CH3:27])([CH3:26])[CH3:25], predict the reactants needed to synthesize it. The reactants are: [I:1][C:2]1[CH:3]=[CH:4][C:5]([CH3:11])=[C:6]([CH:10]=1)[C:7]([OH:9])=[O:8].Cl.CN(C)CCCN=C=NCC.[C:24](O)([CH3:27])([CH3:26])[CH3:25]. (4) The reactants are: [Cl:1][C:2]1[CH:11]=[CH:10][C:9]2[NH:8][C:7](=O)[C:6]3=[N:13][O:14][CH:15]=[C:5]3[C:4]=2[CH:3]=1.C(N(CC)C(C)C)(C)C.O=P(Cl)(Cl)[Cl:27]. Given the product [Cl:27][C:7]1[C:6]2=[N:13][O:14][CH:15]=[C:5]2[C:4]2[CH:3]=[C:2]([Cl:1])[CH:11]=[CH:10][C:9]=2[N:8]=1, predict the reactants needed to synthesize it. (5) The reactants are: Cl[C:2]1[N:7]=[C:6]([O:8][CH3:9])[N:5]=[C:4]([NH:10][CH2:11][CH2:12][C:13]2[CH:18]=[CH:17][C:16]([Cl:19])=[CH:15][C:14]=2[Cl:20])[CH:3]=1.CC1(C)C(C)(C)OB([C:29]2[CH:30]=[CH:31][C:32]3[O:36][CH:35]([C:37]([OH:39])=[O:38])[CH2:34][C:33]=3[CH:40]=2)O1.C(=O)([O-])[O-].[Cs+].[Cs+]. Given the product [Cl:20][C:14]1[CH:15]=[C:16]([Cl:19])[CH:17]=[CH:18][C:13]=1[CH2:12][CH2:11][NH:10][C:4]1[N:5]=[C:6]([O:8][CH3:9])[N:7]=[C:2]([C:29]2[CH:30]=[CH:31][C:32]3[O:36][CH:35]([C:37]([OH:39])=[O:38])[CH2:34][C:33]=3[CH:40]=2)[CH:3]=1, predict the reactants needed to synthesize it. (6) Given the product [CH2:11]([O:29][C:30]1[CH:31]=[C:32]([CH:33]([C:2]2[C:10]3[C:5](=[CH:6][CH:7]=[CH:8][CH:9]=3)[NH:4][N:3]=2)[OH:34])[CH:35]=[CH:36][CH:37]=1)[C:12]1[CH:18]=[CH:16][CH:17]=[CH:14][CH:13]=1, predict the reactants needed to synthesize it. The reactants are: Br[C:2]1[C:10]2[C:5](=[CH:6][CH:7]=[CH:8][CH:9]=2)[NH:4][N:3]=1.[CH2:11]([Li])[CH2:12][CH2:13][CH3:14].[C:16]([Li])(C)([CH3:18])[CH3:17].C(O[O:29][C:30]1[CH:31]=[C:32]([CH:35]=[CH:36][CH:37]=1)[CH:33]=[O:34])C1C=CC=CC=1. (7) Given the product [S:13]1[CH2:14][CH2:10][N:11]=[C:12]1[NH:1][C:2]1[CH:7]=[CH:6][C:5]([CH2:8][CH2:9][C:10]2[N:11]=[C:12]([NH:15][C:16](=[O:18])[CH3:17])[S:13][CH:14]=2)=[CH:4][CH:3]=1, predict the reactants needed to synthesize it. The reactants are: [NH2:1][C:2]1[CH:7]=[CH:6][C:5]([CH2:8][CH2:9][C:10]2[N:11]=[C:12]([NH:15][C:16](=[O:18])[CH3:17])[S:13][CH:14]=2)=[CH:4][CH:3]=1.Cl.